From a dataset of Forward reaction prediction with 1.9M reactions from USPTO patents (1976-2016). Predict the product of the given reaction. Given the reactants CC(C)([O-])C.[K+].[N:7]1([C:13]([N:15]2[CH2:20][CH:19]([C:21]3[CH:26]=[CH:25][C:24]([O:27][C:28]([F:31])([F:30])[F:29])=[CH:23][CH:22]=3)[CH2:18][CH:17]([C:32]([O:34]C)=[O:33])[CH2:16]2)=[O:14])[CH2:12][CH2:11][S:10][CH2:9][CH2:8]1, predict the reaction product. The product is: [N:7]1([C:13]([N:15]2[CH2:20][CH:19]([C:21]3[CH:22]=[CH:23][C:24]([O:27][C:28]([F:30])([F:31])[F:29])=[CH:25][CH:26]=3)[CH2:18][CH:17]([C:32]([OH:34])=[O:33])[CH2:16]2)=[O:14])[CH2:8][CH2:9][S:10][CH2:11][CH2:12]1.